From a dataset of Buchwald-Hartwig C-N cross coupling reaction yields with 55,370 reactions. Predict the reaction yield, written as a fraction of the theoretical maximum amount of product (1.0 means a 100% yield; for example, 0.34 means a 34% yield). (1) The reactants are Clc1cccnc1.Cc1ccc(N)cc1.O=S(=O)(O[Pd]1c2ccccc2-c2ccccc2N~1)C(F)(F)F.COc1ccc(OC)c(P([C@]23C[C@H]4C[C@H](C[C@H](C4)C2)C3)[C@]23C[C@H]4C[C@H](C[C@H](C4)C2)C3)c1-c1c(C(C)C)cc(C(C)C)cc1C(C)C.CN(C)C(=NC(C)(C)C)N(C)C.Cc1cc(-n2cccc2)no1. No catalyst specified. The product is Cc1ccc(Nc2cccnc2)cc1. The yield is 0.153. (2) The reactants are Clc1cccnc1.Cc1ccc(N)cc1.O=S(=O)(O[Pd]1c2ccccc2-c2ccccc2N~1)C(F)(F)F.CC(C)c1cc(C(C)C)c(-c2ccccc2P(C2CCCCC2)C2CCCCC2)c(C(C)C)c1.CN(C)C(=NC(C)(C)C)N(C)C.Cc1ccon1. No catalyst specified. The product is Cc1ccc(Nc2cccnc2)cc1. The yield is 0.146.